This data is from CYP3A4 inhibition data for predicting drug metabolism from PubChem BioAssay. The task is: Regression/Classification. Given a drug SMILES string, predict its absorption, distribution, metabolism, or excretion properties. Task type varies by dataset: regression for continuous measurements (e.g., permeability, clearance, half-life) or binary classification for categorical outcomes (e.g., BBB penetration, CYP inhibition). Dataset: cyp3a4_veith. (1) The drug is CCNC[C@H](O)c1cccc(O)c1. The result is 0 (non-inhibitor). (2) The compound is CC(=O)OC[C@@H]1O[C@H](C/C=N\O[C@@H]2O[C@H](COC(C)=O)[C@@H](OC(C)=O)[C@H](OC(C)=O)[C@H]2OC(C)=O)C=C[C@@H]1OC(C)=O. The result is 0 (non-inhibitor). (3) The drug is COc1cc(C(=O)Nc2nc3ccc4nc(C)sc4c3s2)cc(OC)c1OC. The result is 0 (non-inhibitor). (4) The result is 0 (non-inhibitor). The drug is CCN(CC)CC(=O)Nc1c(C)cccc1C. (5) The compound is Cn1c(-c2sc(=S)n(-c3ccccc3)c2N)nc2ccccc21. The result is 1 (inhibitor). (6) The molecule is O=C(c1nn(Cc2ccccc2)c(=O)c2ccccc12)N1CCN(C/C=C/c2ccccc2)CC1. The result is 1 (inhibitor).